Dataset: Reaction yield outcomes from USPTO patents with 853,638 reactions. Task: Predict the reaction yield, written as a fraction of the theoretical maximum amount of product (1.0 means a 100% yield; for example, 0.34 means a 34% yield). The reactants are Br[C:2]1[CH:7]=[CH:6][N:5]2[CH:8]=[C:9]([C:11]3[CH:16]=[CH:15][C:14]([O:17][CH3:18])=[CH:13][CH:12]=3)[N:10]=[C:4]2[CH:3]=1.[CH3:19][NH:20][CH3:21]. No catalyst specified. The yield is 0.370. The product is [CH3:18][O:17][C:14]1[CH:15]=[CH:16][C:11]([C:9]2[N:10]=[C:4]3[CH:3]=[C:2]([N:20]([CH3:21])[CH3:19])[CH:7]=[CH:6][N:5]3[CH:8]=2)=[CH:12][CH:13]=1.